Task: Predict the reaction yield, written as a fraction of the theoretical maximum amount of product (1.0 means a 100% yield; for example, 0.34 means a 34% yield).. Dataset: Reaction yield outcomes from USPTO patents with 853,638 reactions (1) The catalyst is C1COCC1. The product is [CH2:10]([N:5]1[CH2:6][C:7]([CH3:8])([CH3:9])[C:2]2[NH:1][C:30](=[O:31])[C:32]([C:33]([O:35][CH2:36][CH3:37])=[O:34])=[C:17]([OH:19])[C:3]=2[CH2:4]1)[C:11]1[CH:12]=[CH:13][CH:14]=[CH:15][CH:16]=1. The yield is 0.370. The reactants are [NH2:1][C:2]1[C:7]([CH3:9])([CH3:8])[CH2:6][N:5]([CH2:10][C:11]2[CH:16]=[CH:15][CH:14]=[CH:13][CH:12]=2)[CH2:4][C:3]=1[C:17]([O:19]CC)=O.C(N(CC)CC)C.Cl[C:30]([CH2:32][C:33]([O:35][CH2:36][CH3:37])=[O:34])=[O:31]. (2) The reactants are CC[N:3]([CH:7]([CH3:9])C)[CH:4]([CH3:6])C.Cl.CN(C(O[N:19]1[N:27]=N[C:21]2[CH:22]=CC=N[C:20]1=2)=[N+](C)C)C.[F:28][P-](F)(F)(F)(F)F.[CH3:35][N:36]([CH:38]=[O:39])C. The product is [F:28][C@H:6]1[CH2:4][NH:3][C@H:7]([C:38]([NH:36][C:35]2[N:27]=[N:19][CH:20]=[CH:21][CH:22]=2)=[O:39])[CH2:9]1. No catalyst specified. The yield is 0.530. (3) The reactants are [OH-].[K+].[CH2:3]([C:5]1[CH:6]=[CH:7][CH:8]=[C:9]2[C:13]=1[NH:12][CH:11]=[CH:10]2)[CH3:4].Br[CH2:15][CH2:16][CH2:17][Cl:18]. The catalyst is CS(C)=O. The product is [Cl:18][CH2:17][CH2:16][CH2:15][N:12]1[C:13]2[C:9](=[CH:8][CH:7]=[CH:6][C:5]=2[CH2:3][CH3:4])[CH:10]=[CH:11]1. The yield is 0.200. (4) The reactants are OS(O)(=O)=O.N[C:7]1[C:12]([CH3:13])=[CH:11][CH:10]=[CH:9][N:8]=1.[N+:14]([O-])([OH:16])=[O:15].[OH:18]S(O)(=O)=O.[N+]([O-])(O)=O. The catalyst is O. The product is [CH3:13][C:12]1[C:7]([OH:18])=[N:8][CH:9]=[C:10]([N+:14]([O-:16])=[O:15])[CH:11]=1. The yield is 0.750. (5) The reactants are N#N.[CH2:3]([N:10]1[CH2:15][CH2:14][CH:13]([C:16]2[CH:21]=[CH:20][C:19](Br)=[CH:18][CH:17]=2)[CH2:12][CH2:11]1)[C:4]1[CH:9]=[CH:8][CH:7]=[CH:6][CH:5]=1.C([Li])CCC.[CH3:28][C:29]1[NH:30][C:31]([CH3:40])=[CH:32][C:33]=1[C:34]1[CH:39]=[CH:38][CH:37]=[CH:36][N:35]=1. The catalyst is CCCCCC.CCOCC. The product is [CH2:3]([N:10]1[CH2:15][CH2:14][CH:13]([C:16]2[CH:21]=[CH:20][C:19]([C:36]3[N:35]=[C:34]([C:33]4[CH:32]=[C:31]([CH3:40])[NH:30][C:29]=4[CH3:28])[CH:39]=[CH:38][CH:37]=3)=[CH:18][CH:17]=2)[CH2:12][CH2:11]1)[C:4]1[CH:9]=[CH:8][CH:7]=[CH:6][CH:5]=1. The yield is 0.320. (6) The reactants are [OH:1][C:2]1[C:3]([CH3:18])=[C:4]2[C:9](=[C:10]([CH3:13])[C:11]=1[CH3:12])[O:8][C:7]([C:15](=[O:17])[CH3:16])([CH3:14])[CH2:6][CH2:5]2.[Br:19]Br. The catalyst is C(O)C. The product is [Br:19][CH2:16][C:15]([C:7]1([CH3:14])[CH2:6][CH2:5][C:4]2[C:9](=[C:10]([CH3:13])[C:11]([CH3:12])=[C:2]([OH:1])[C:3]=2[CH3:18])[O:8]1)=[O:17]. The yield is 0.360. (7) The yield is 0.396. The reactants are [Cl-].[Ce+3].[Cl-].[Cl-].[BH4-:5].[Na+].[C:7]([C:11]1[CH:12]=[C:13]([PH:23](=O)[C:24]2[CH:29]=[C:28]([C:30]([CH3:33])([CH3:32])[CH3:31])[C:27]([O:34][CH3:35])=[C:26]([C:36]([CH3:39])([CH3:38])[CH3:37])[CH:25]=2)[CH:14]=[C:15]([C:19]([CH3:22])([CH3:21])[CH3:20])[C:16]=1[O:17][CH3:18])([CH3:10])([CH3:9])[CH3:8].[H-].[Al+3].[Li+].[H-].[H-].[H-].Cl. The product is [C:30]([C:28]1[CH:29]=[C:24]([PH:23][C:13]2[CH:12]=[C:11]([C:7]([CH3:10])([CH3:9])[CH3:8])[C:16]([O:17][CH3:18])=[C:15]([C:19]([CH3:22])([CH3:21])[CH3:20])[CH:14]=2)[CH:25]=[C:26]([C:36]([CH3:39])([CH3:38])[CH3:37])[C:27]=1[O:34][CH3:35])([CH3:31])([CH3:32])[CH3:33].[BH3:5]. The catalyst is C1COCC1.C1(C)C=CC=CC=1.O.